Task: Predict which catalyst facilitates the given reaction.. Dataset: Catalyst prediction with 721,799 reactions and 888 catalyst types from USPTO (1) The catalyst class is: 2. Product: [NH2:1][C:2]1[C:7]([C:8]([C:10]2[C:15]([OH:16])=[C:14]([OH:18])[CH:13]=[C:12]([F:20])[C:11]=2[F:21])=[O:9])=[CH:6][N:5]=[C:4]([NH:22][CH:23]2[CH2:24][CH2:25][N:26]([S:29]([CH3:32])(=[O:30])=[O:31])[CH2:27][CH2:28]2)[N:3]=1. Reactant: [NH2:1][C:2]1[C:7]([C:8]([C:10]2[C:15]([O:16]C)=[C:14]([O:18]C)[CH:13]=[C:12]([F:20])[C:11]=2[F:21])=[O:9])=[CH:6][N:5]=[C:4]([NH:22][CH:23]2[CH2:28][CH2:27][N:26]([S:29]([CH3:32])(=[O:31])=[O:30])[CH2:25][CH2:24]2)[N:3]=1.B(Br)(Br)Br. (2) Reactant: [Br:1][C:2]1[CH:3]=[C:4]([CH:8]=[C:9]([C:11](=[O:15])[NH:12][CH2:13][CH3:14])[CH:10]=1)[C:5](O)=[O:6].CN(C(ON1N=NC2C=CC=NC1=2)=[N+](C)C)C.F[P-](F)(F)(F)(F)F.C(N(C(C)C)CC)(C)C.FC(F)(F)C(O)=O.[NH2:56][CH2:57][CH2:58][CH:59]1[CH2:64][CH2:63][N:62]([C:65]2[C:66]3[S:73][C:72]([C:74]([NH2:76])=[O:75])=[CH:71][C:67]=3[N:68]=[CH:69][N:70]=2)[CH2:61][CH2:60]1. Product: [Br:1][C:2]1[CH:10]=[C:9]([C:11]([NH:12][CH2:13][CH3:14])=[O:15])[CH:8]=[C:4]([CH:3]=1)[C:5]([NH:56][CH2:57][CH2:58][CH:59]1[CH2:64][CH2:63][N:62]([C:65]2[C:66]3[S:73][C:72]([C:74](=[O:75])[NH2:76])=[CH:71][C:67]=3[N:68]=[CH:69][N:70]=2)[CH2:61][CH2:60]1)=[O:6]. The catalyst class is: 39.